Dataset: Reaction yield outcomes from USPTO patents with 853,638 reactions. Task: Predict the reaction yield, written as a fraction of the theoretical maximum amount of product (1.0 means a 100% yield; for example, 0.34 means a 34% yield). (1) The reactants are [F:1][CH:2]([F:27])[O:3][C:4]1[CH:9]=[CH:8][C:7]([CH:10]([C:12]2([C:18]3[CH:23]=[C:22]([F:24])[CH:21]=[C:20]([F:25])[CH:19]=3)SCCCS2)[OH:11])=[CH:6][C:5]=1[CH3:26].FC(F)(F)C(OC1C(OC(=O)C(F)(F)F)=C(I)C=CC=1)=[O:31].CCOC(C)=O.CCCCCC.CCOC(C)=O. The catalyst is C(#N)C.O. The product is [F:1][CH:2]([F:27])[O:3][C:4]1[CH:9]=[CH:8][C:7]([CH:10]([OH:11])[C:12]([C:18]2[CH:23]=[C:22]([F:24])[CH:21]=[C:20]([F:25])[CH:19]=2)=[O:31])=[CH:6][C:5]=1[CH3:26]. The yield is 0.350. (2) The reactants are O.O.O.O.O.O.O.O.O.[S-2:10].[Na+].[Na+].[S].Cl[C:15]1[CH:20]=[CH:19][C:18]([N+:21]([O-:23])=[O:22])=[CH:17][C:16]=1[NH:24][C:25](=O)[C:26]1[CH:31]=[CH:30][C:29]([CH3:32])=[CH:28][CH:27]=1.Cl. The catalyst is C(O)C.O. The product is [N+:21]([C:18]1[CH:19]=[CH:20][C:15]2[S:10][C:25]([C:26]3[CH:31]=[CH:30][C:29]([CH3:32])=[CH:28][CH:27]=3)=[N:24][C:16]=2[CH:17]=1)([O-:23])=[O:22]. The yield is 0.430. (3) The reactants are Cl[C:2]1[C:3]([NH:12][S:13]([C:16]2[CH:21]=[CH:20][CH:19]=[CH:18][CH:17]=2)(=[O:15])=[O:14])=[N:4][C:5]2[C:10]([N:11]=1)=[CH:9][CH:8]=[CH:7][CH:6]=2.[F:22][C:23]1[CH:29]=[CH:28][C:26]([NH2:27])=[CH:25][CH:24]=1.CC(N(C)C)=O. The catalyst is CO. The product is [F:22][C:23]1[CH:29]=[CH:28][C:26]([NH:27][C:2]2[C:3]([NH:12][S:13]([C:16]3[CH:21]=[CH:20][CH:19]=[CH:18][CH:17]=3)(=[O:15])=[O:14])=[N:4][C:5]3[C:10]([N:11]=2)=[CH:9][CH:8]=[CH:7][CH:6]=3)=[CH:25][CH:24]=1. The yield is 0.620. (4) The reactants are Cl[CH2:2][C:3]1[C:8]([CH3:9])=[CH:7][CH:6]=[CH:5][C:4]=1[CH3:10].[NH2:11][NH:12][C:13](=[O:16])[O:14][CH3:15].C([O-])([O-])=O.[K+].[K+]. The catalyst is CN(C)C=O. The product is [CH3:10][C:4]1[CH:5]=[CH:6][CH:7]=[C:8]([CH3:9])[C:3]=1[CH2:2][NH:11][NH:12][C:13](=[O:16])[O:14][CH3:15]. The yield is 0.530.